Task: Predict which catalyst facilitates the given reaction.. Dataset: Catalyst prediction with 721,799 reactions and 888 catalyst types from USPTO (1) Reactant: [Cl:1][C:2]1[CH:10]=[C:9]([C:11](=O)[CH3:12])[C:8]([C:14]2[CH:19]=[CH:18][CH:17]=[C:16]([F:20])[CH:15]=2)=[C:7]2[C:3]=1[CH:4]=[N:5][NH:6]2.C([O-])(=O)C.[NH4+].C([BH3-])#[N:27].[Na+]. Product: [Cl:1][C:2]1[CH:10]=[C:9]([CH:11]([NH2:27])[CH3:12])[C:8]([C:14]2[CH:19]=[CH:18][CH:17]=[C:16]([F:20])[CH:15]=2)=[C:7]2[C:3]=1[CH:4]=[N:5][NH:6]2. The catalyst class is: 449. (2) The catalyst class is: 3. Product: [NH2:1][C:4]1[C:5]([N:10]2[C:21](=[O:20])[NH:22][C:23]([CH:24]([C:38]3[CH:43]=[C:42]([CH3:44])[N:41]=[C:40]([O:45][CH3:46])[CH:39]=3)[NH:25][C:26]3[CH:31]=[CH:30][C:29]([C:32]4[N:36]=[C:35]([CH3:37])[O:34][N:33]=4)=[CH:28][CH:27]=3)=[N:11]2)=[N:6][CH:7]=[CH:8][CH:9]=1. Reactant: [N+:1]([C:4]1[C:5]([NH:10][NH2:11])=[N:6][CH:7]=[CH:8][CH:9]=1)([O-])=O.C(N(CC)CC)C.C[O:20][C:21](=O)[N:22]=[C:23](SC)[C:24]([C:38]1[CH:43]=[C:42]([CH3:44])[N:41]=[C:40]([O:45][CH3:46])[CH:39]=1)=[N:25][C:26]1[CH:31]=[CH:30][C:29]([C:32]2[N:36]=[C:35]([CH3:37])[O:34][N:33]=2)=[CH:28][CH:27]=1. (3) Reactant: Br[C:2]1[CH:13]=[N:12][C:11]2[N:10]3[CH2:14][CH2:15][CH2:16][CH:9]3[CH2:8][CH2:7][C:6]([C:17]([O:19][CH3:20])=[O:18])=[CH:5][C:4]=2[CH:3]=1.[CH2:21]([O:25][CH2:26][CH2:27][O:28][C:29]1[CH:34]=[CH:33][C:32](OB(O)O)=[CH:31][CH:30]=1)[CH2:22][CH2:23][CH3:24].C(=O)([O-])[O-].[K+].[K+]. Product: [CH2:21]([O:25][CH2:26][CH2:27][O:28][C:29]1[CH:30]=[CH:31][C:32]([C:2]2[CH:13]=[N:12][C:11]3[N:10]4[CH2:14][CH2:15][CH2:16][CH:9]4[CH2:8][CH2:7][C:6]([C:17]([O:19][CH3:20])=[O:18])=[CH:5][C:4]=3[CH:3]=2)=[CH:33][CH:34]=1)[CH2:22][CH2:23][CH3:24]. The catalyst class is: 460. (4) Reactant: C([Si](C)(C)[O:6][C:7]1[CH:12]=[CH:11][C:10]([C:13]([C:18]2[S:22][C:21]([S:23]([OH:26])(=[O:25])=[O:24])=[C:20]([CH3:27])[CH:19]=2)([CH2:16][CH3:17])[CH2:14][CH3:15])=[CH:9][C:8]=1[CH3:28])(C)(C)C.[F-].C([N+](CCCC)(CCCC)CCCC)CCC. Product: [CH2:14]([C:13]([C:18]1[S:22][C:21]([S:23]([OH:26])(=[O:25])=[O:24])=[C:20]([CH3:27])[CH:19]=1)([C:10]1[CH:11]=[CH:12][C:7]([OH:6])=[C:8]([CH3:28])[CH:9]=1)[CH2:16][CH3:17])[CH3:15]. The catalyst class is: 1. (5) Reactant: [NH2:1][C:2]1[CH:7]=[CH:6][C:5]([Br:8])=[CH:4][C:3]=1[C:9]([C:11]1[CH:16]=[CH:15][CH:14]=[C:13]([Cl:17])[CH:12]=1)=[O:10].[C:18](OC(=O)C)(=[O:20])[CH3:19]. Product: [Br:8][C:5]1[CH:6]=[CH:7][C:2]([NH:1][C:18](=[O:20])[CH3:19])=[C:3]([C:9](=[O:10])[C:11]2[CH:16]=[CH:15][CH:14]=[C:13]([Cl:17])[CH:12]=2)[CH:4]=1. The catalyst class is: 11.